Dataset: Full USPTO retrosynthesis dataset with 1.9M reactions from patents (1976-2016). Task: Predict the reactants needed to synthesize the given product. (1) Given the product [F:32][C:29]([F:31])([F:30])[C:27]1[CH:26]=[C:5]([CH:4]=[C:3]([C:2]([F:1])([F:33])[F:34])[CH:28]=1)[C:6]([N:8]1[CH2:9][CH2:10][C:11]2([N:15]([C:16]3[CH:21]=[CH:20][CH:19]=[CH:18][C:17]=3[Cl:22])[CH2:14][N:13]([CH2:36][C:37]3[C:38]([CH3:43])=[N:39][O:40][C:41]=3[CH3:42])[C:12]2=[O:23])[CH2:24][CH2:25]1)=[O:7], predict the reactants needed to synthesize it. The reactants are: [F:1][C:2]([F:34])([F:33])[C:3]1[CH:4]=[C:5]([CH:26]=[C:27]([C:29]([F:32])([F:31])[F:30])[CH:28]=1)[C:6]([N:8]1[CH2:25][CH2:24][C:11]2([N:15]([C:16]3[CH:21]=[CH:20][CH:19]=[CH:18][C:17]=3[Cl:22])[CH2:14][NH:13][C:12]2=[O:23])[CH2:10][CH2:9]1)=[O:7].Cl[CH2:36][C:37]1[C:38]([CH3:43])=[N:39][O:40][C:41]=1[CH3:42]. (2) Given the product [CH:38]([CH:37]1[CH2:36][CH2:35][CH:34]([CH3:41])[CH2:33][CH:32]1[O:31][P:30]1[O:1][C:2]2[C:7]([O:8][CH3:9])=[CH:6][C:5]([CH3:10])=[CH:4][C:3]=2[C:11]2[C:20]3[C:15]([CH:14]=[CH:13][C:12]=2[O:21]1)=[CH:16][CH:17]=[CH:18][CH:19]=3)([CH3:40])[CH3:39], predict the reactants needed to synthesize it. The reactants are: [OH:1][C:2]1[C:7]([O:8][CH3:9])=[CH:6][C:5]([CH3:10])=[CH:4][C:3]=1[C:11]1[C:20]2[C:15](=[CH:16][CH:17]=[CH:18][CH:19]=2)[CH:14]=[CH:13][C:12]=1[OH:21].C(N(CC)CC)C.Cl[P:30](Cl)[O:31][CH:32]1[CH:37]([CH:38]([CH3:40])[CH3:39])[CH2:36][CH2:35][CH:34]([CH3:41])[CH2:33]1. (3) Given the product [OH:18][C:17]1[CH:19]=[C:20]([CH:22]=[CH:23][CH:24]=1)[O:21][CH2:2][C:3]1[C:8]([CH3:9])=[CH:7][CH:6]=[CH:5][C:4]=1[N:10]1[C:14](=[O:15])[N:13]([CH3:16])[N:12]=[N:11]1.[OH:18][C:17]1[CH:19]=[C:20]([CH:22]=[CH:23][CH:24]=1)[O:21][CH2:2][C:3]1[C:8]([CH3:9])=[CH:7][CH:6]=[CH:5][C:4]=1[N:10]1[C:14](=[O:15])[N:13]([CH3:16])[N:12]=[N:11]1, predict the reactants needed to synthesize it. The reactants are: Br[CH2:2][C:3]1[C:8]([CH3:9])=[CH:7][CH:6]=[CH:5][C:4]=1[N:10]1[C:14](=[O:15])[N:13]([CH3:16])[N:12]=[N:11]1.[C:17]1([CH:24]=[CH:23][CH:22]=[C:20]([OH:21])[CH:19]=1)[OH:18].C(=O)([O-])[O-].[K+].[K+].C(#N)C. (4) Given the product [CH2:11]([N:5]1[C:6]2[C:7]([OH:9])=[N:18][CH:17]=[N:1][C:2]=2[CH:3]=[N:4]1)[CH3:12], predict the reactants needed to synthesize it. The reactants are: [NH2:1][C:2]1[CH:3]=[N:4][N:5]([CH2:11][CH3:12])[C:6]=1[C:7]([O:9]C)=O.C(O)(=O)C.[CH:17](N)=[NH:18].CCN(C(C)C)C(C)C. (5) Given the product [CH3:21][C:20]1[NH:23][C:8](=[O:9])[CH:10]=[C:11]([C:13]2[CH:14]=[CH:15][CH:16]=[CH:17][CH:18]=2)[N:22]=1, predict the reactants needed to synthesize it. The reactants are: [O-]CC.[Na+].CCO[C:8]([CH2:10][C:11]([C:13]1[CH:18]=[CH:17][CH:16]=[CH:15][CH:14]=1)=O)=[O:9].Cl.[C:20]([NH2:23])(=[NH:22])[CH3:21]. (6) Given the product [Cl:31][C:17]1[CH:16]=[C:15]([N:6]([C:7]2[CH:12]=[CH:11][C:10]([F:13])=[CH:9][C:8]=2[CH3:14])[C:5]([O:4][CH:2]([O:41][C:33](=[O:40])[C:34]2[CH:39]=[CH:38][CH:37]=[N:36][CH:35]=2)[CH3:3])=[O:32])[CH:20]=[CH:19][C:18]=1[C:21](=[O:30])[C:22]1[CH:27]=[CH:26][C:25]([Cl:28])=[CH:24][C:23]=1[CH3:29], predict the reactants needed to synthesize it. The reactants are: Cl[CH:2]([O:4][C:5](=[O:32])[N:6]([C:15]1[CH:20]=[CH:19][C:18]([C:21](=[O:30])[C:22]2[CH:27]=[CH:26][C:25]([Cl:28])=[CH:24][C:23]=2[CH3:29])=[C:17]([Cl:31])[CH:16]=1)[C:7]1[CH:12]=[CH:11][C:10]([F:13])=[CH:9][C:8]=1[CH3:14])[CH3:3].[C:33]([O-:41])(=[O:40])[C:34]1[CH:39]=[CH:38][CH:37]=[N:36][CH:35]=1.C([N+](CCCC)(CCCC)CCCC)CCC. (7) Given the product [CH3:19][C:16]1[O:15][C:14]([CH2:13][NH:12][C:6]2[CH:5]=[CH:4][C:3]3[C:2]([NH:20][CH:21]4[CH2:26][CH2:25][N:24]([CH3:27])[CH2:23][CH2:22]4)=[CH:11][CH:10]=[CH:9][C:8]=3[N:7]=2)=[CH:18][CH:17]=1, predict the reactants needed to synthesize it. The reactants are: Br[C:2]1[CH:11]=[CH:10][CH:9]=[C:8]2[C:3]=1[CH:4]=[CH:5][C:6]([NH:12][CH2:13][C:14]1[O:15][C:16]([CH3:19])=[CH:17][CH:18]=1)=[N:7]2.[NH2:20][CH:21]1[CH2:26][CH2:25][N:24]([CH3:27])[CH2:23][CH2:22]1.